From a dataset of Catalyst prediction with 721,799 reactions and 888 catalyst types from USPTO. Predict which catalyst facilitates the given reaction. (1) The catalyst class is: 3. Product: [CH3:21][O:22][C:23](=[O:33])[CH:24]([NH:25][C:12]([C:9]1[S:10][CH:11]=[C:7]([C:1]2[CH:2]=[CH:3][CH:4]=[CH:5][CH:6]=2)[N:8]=1)=[O:14])[CH2:26][C:27]1[CH:32]=[CH:31][CH:30]=[CH:29][CH:28]=1. Reactant: [C:1]1([C:7]2[N:8]=[C:9]([C:12]([OH:14])=O)[S:10][CH:11]=2)[CH:6]=[CH:5][CH:4]=[CH:3][CH:2]=1.Cl.C(N=C=N)C.[CH3:21][O:22][C:23](=[O:33])[C@H:24]([CH2:26][C:27]1[CH:32]=[CH:31][CH:30]=[CH:29][CH:28]=1)[NH2:25]. (2) Reactant: [C:1]([C:3]1[S:4][C:5]2[CH:11]=[C:10]([OH:12])[CH:9]=[CH:8][C:6]=2[N:7]=1)#[N:2].C(=O)([O-])[O-].[K+].[K+].[F:19][C:20]([F:30])([F:29])[C:21]1[CH:28]=[CH:27][CH:26]=[CH:25][C:22]=1[CH2:23]Br. Product: [C:1]([C:3]1[S:4][C:5]2[CH:11]=[C:10]([O:12][CH2:23][C:22]3[CH:25]=[CH:26][CH:27]=[CH:28][C:21]=3[C:20]([F:19])([F:29])[F:30])[CH:9]=[CH:8][C:6]=2[N:7]=1)#[N:2]. The catalyst class is: 21. (3) Reactant: [CH3:1][C:2]([CH3:6])(O)[C:3]#[N:4].[NH:7]1[CH2:12][CH2:11][O:10][CH2:9][CH2:8]1. Product: [CH3:1][C:2]([N:7]1[CH2:12][CH2:11][O:10][CH2:9][CH2:8]1)([CH3:6])[C:3]#[N:4]. The catalyst class is: 21. (4) Reactant: C([O:4][C:5]1[CH:22]=[CH:21][C:20]2[C@@H:19]3[C@H:10]([C@H:11]4[C@@:15]([CH2:17][CH2:18]3)([CH3:16])[C@@H:14]([O:23]C(=O)C)[C@@H:13]([OH:27])[C@H:12]4[OH:28])[CH2:9][CH2:8][C:7]=2[CH:6]=1)(=O)C.C(OC1C=CC2[C@@H]3[C@H]([C@H]4[C@@](CC3)(C)[C@H](OC(=O)C)[C@H](O)[C@@H]4O)CCC=2C=1)(=O)C. Product: [CH3:16][C@@:15]12[C@@H:14]([OH:23])[C@H:13]([OH:27])[C@H:12]([OH:28])[C@H:11]1[C@@H:10]1[CH2:9][CH2:8][C:7]3[CH:6]=[C:5]([OH:4])[CH:22]=[CH:21][C:20]=3[C@H:19]1[CH2:18][CH2:17]2. The catalyst class is: 5.